The task is: Predict which catalyst facilitates the given reaction.. This data is from Catalyst prediction with 721,799 reactions and 888 catalyst types from USPTO. (1) Reactant: CO[C:3]([C:5]1[CH:10]=[C:9]([C:11]([O:13][CH3:14])=[O:12])[CH:8]=[CH:7][N:6]=1)=[O:4].[Mg+2].[Cl-].[Cl-].[CH:18]1([NH2:21])[CH2:20][CH2:19]1. Product: [CH:18]1([NH:21][C:3]([C:5]2[CH:10]=[C:9]([CH:8]=[CH:7][N:6]=2)[C:11]([O:13][CH3:14])=[O:12])=[O:4])[CH2:20][CH2:19]1. The catalyst class is: 2. (2) Reactant: [C:1]1([C@H:7]([NH:10][C:11]([C:13]2[CH:14]=[CH:15][N:16]3[C:21]=2[CH2:20][CH2:19][CH2:18][CH2:17]3)=[O:12])[CH2:8][CH3:9])[CH:6]=[CH:5][CH:4]=[CH:3][CH:2]=1.[Br:22]N1C(=O)CCC1=O.[OH-].[Na+]. Product: [C:1]1([C@H:7]([NH:10][C:11]([C:13]2[CH:14]=[C:15]([Br:22])[N:16]3[C:21]=2[CH2:20][CH2:19][CH2:18][CH2:17]3)=[O:12])[CH2:8][CH3:9])[CH:6]=[CH:5][CH:4]=[CH:3][CH:2]=1. The catalyst class is: 4.